Dataset: Catalyst prediction with 721,799 reactions and 888 catalyst types from USPTO. Task: Predict which catalyst facilitates the given reaction. (1) Reactant: [NH2:1][C:2]1[C:12]([NH2:13])=[CH:11][C:5]([C:6]([O:8][CH2:9][CH3:10])=[O:7])=[C:4]([O:14][CH2:15][CH:16]([F:18])[F:17])[CH:3]=1.[Cl:19][C:20]1[CH:36]=[CH:35][C:23]([CH2:24][NH:25][C:26]([C:28]2([C:31]([F:34])([F:33])[F:32])[CH2:30][CH2:29]2)=[O:27])=[CH:22][C:21]=1[N:37]=[C:38]=S.CC(C)N=C=NC(C)C. Product: [Cl:19][C:20]1[CH:36]=[CH:35][C:23]([CH2:24][NH:25][C:26]([C:28]2([C:31]([F:34])([F:33])[F:32])[CH2:29][CH2:30]2)=[O:27])=[CH:22][C:21]=1[NH:37][C:38]1[NH:1][C:2]2[CH:3]=[C:4]([O:14][CH2:15][CH:16]([F:17])[F:18])[C:5]([C:6]([O:8][CH2:9][CH3:10])=[O:7])=[CH:11][C:12]=2[N:13]=1. The catalyst class is: 1. (2) Reactant: C(Cl)(=O)C(Cl)=O.CS(C)=O.[F:11][C:12]([F:22])([F:21])[C@H:13]1[CH2:18][CH2:17][C@H:16]([CH2:19][OH:20])[CH2:15][CH2:14]1.CCN(CC)CC. Product: [F:11][C:12]([F:21])([F:22])[C@H:13]1[CH2:14][CH2:15][C@H:16]([CH:19]=[O:20])[CH2:17][CH2:18]1. The catalyst class is: 2. (3) Reactant: F[B-](F)(F)F.C(N(CC)C=[N+](CC)CC)C.CC(C)([O-])C.[K+].[C:23]([O:27][C:28]([N:30]1[C:34](=[O:35])[CH2:33][CH2:32][C@H:31]1CC1C=CC(C2C=CC=CC=2)=CC=1)=[O:29])([CH3:26])([CH3:25])[CH3:24].C(OC(C)C)(=O)C. Product: [C:23]([O:27][C:28]([N:30]1[CH2:31][CH2:32][CH2:33][C:34]1=[O:35])=[O:29])([CH3:26])([CH3:24])[CH3:25]. The catalyst class is: 1. (4) Reactant: Br[C:2]1[CH:3]=[C:4]2[C:9](=[CH:10][CH:11]=1)[C:8](=[O:12])[NH:7][N:6]=[C:5]2[Cl:13].Cl.Cl.[N:16]1[CH:21]=[CH:20][CH:19]=[C:18]([C:22]2[CH:29]=[CH:28][CH:27]=[CH:26][C:23]=2[CH2:24][NH2:25])[CH:17]=1.C1C=CC(P(C2C(C3C(P(C4C=CC=CC=4)C4C=CC=CC=4)=CC=C4C=3C=CC=C4)=C3C(C=CC=C3)=CC=2)C2C=CC=CC=2)=CC=1.CC([O-])(C)C.[Na+]. Product: [Cl:13][C:5]1[C:4]2[C:9](=[CH:10][CH:11]=[C:2]([NH:25][CH2:24][C:23]3[CH:26]=[CH:27][CH:28]=[CH:29][C:22]=3[C:18]3[CH:17]=[N:16][CH:21]=[CH:20][CH:19]=3)[CH:3]=2)[C:8](=[O:12])[NH:7][N:6]=1. The catalyst class is: 686. (5) Reactant: [CH3:1][O:2][CH2:3][C@@H:4]1[CH2:8][N:7]([C:9]([O-:11])=[O:10])[C@H:6]([C:12]2[NH:13][C:14]([C:17]3[CH:22]=[C:21]4[CH2:23][O:24][C:25]5[CH:43]=[C:42]6[C:28]([CH:29]=[CH:30][C:31]7[N:35]=[C:34]([C@@H:36]8[CH2:40][CH2:39][C@H:38]([CH3:41])[NH:37]8)[NH:33][C:32]=76)=[CH:27][C:26]=5[C:20]4=[CH:19][CH:18]=3)=[CH:15][N:16]=2)[CH2:5]1.[CH3:44][O:45][C@H:46]([CH3:56])[C@H:47]([NH:51][C:52]([O:54][CH3:55])=[O:53])[C:48](O)=[O:49].CN(C(ON1N=NC2[CH:68]=[CH:69][CH:70]=NC1=2)=[N+](C)C)C.F[P-](F)(F)(F)(F)F.[CH3:81]CN(C(C)C)C(C)C.C(=O)(O)[O-].[Na+]. Product: [CH3:55][O:54][C:52]([NH:51][C@H:47]([C:48]([N:37]1[C@@H:38]([CH3:41])[CH2:39][CH2:40][C@H:36]1[C:34]1[NH:33][C:32]2[C:42]3[C:28]([CH:29]=[CH:30][C:31]=2[N:35]=1)=[CH:27][C:26]1[C:20]2[C:21]([CH2:23][O:24][C:25]=1[CH:43]=3)=[CH:22][C:17]([C:14]1[NH:13][C:12]([C@@H:6]3[CH2:5][C@H:4]([CH2:3][O:2][CH3:1])[CH2:8][N:7]3[C:9]([O:11][C:69]([CH3:68])([CH3:70])[CH3:81])=[O:10])=[N:16][CH:15]=1)=[CH:18][CH:19]=2)=[O:49])[C@@H:46]([CH3:56])[O:45][CH3:44])=[O:53]. The catalyst class is: 3. (6) Reactant: [CH2:1]([O:8][C:9]([NH:11][C:12]1[CH:13]=[C:14]([CH:18]=[CH:19][C:20]=1[N:21]1[CH2:26][CH2:25][N:24]([CH3:27])[CH2:23][CH2:22]1)[C:15]([OH:17])=O)=[O:10])[C:2]1[CH:7]=[CH:6][CH:5]=[CH:4][CH:3]=1.S(Cl)(Cl)=O.[NH3:32]. Product: [C:15]([C:14]1[CH:18]=[CH:19][C:20]([N:21]2[CH2:26][CH2:25][N:24]([CH3:27])[CH2:23][CH2:22]2)=[C:12]([NH:11][C:9](=[O:10])[O:8][CH2:1][C:2]2[CH:3]=[CH:4][CH:5]=[CH:6][CH:7]=2)[CH:13]=1)(=[O:17])[NH2:32]. The catalyst class is: 59. (7) Reactant: [Cl:1][C:2]1[CH:3]=[C:4]2[C:10](I)=[CH:9][N:8]([Si:12]([CH:19]([CH3:21])[CH3:20])([CH:16]([CH3:18])[CH3:17])[CH:13]([CH3:15])[CH3:14])[C:5]2=[N:6][CH:7]=1.C([Mg]Cl)(C)C.[Cl:27][C:28]1[CH:29]=[C:30]([CH:41]=[CH:42][CH:43]=1)[CH2:31][NH:32][C:33]1[CH:34]=[C:35]([CH:39]=[O:40])[N:36]([CH3:38])[N:37]=1. Product: [Cl:27][C:28]1[CH:29]=[C:30]([CH:41]=[CH:42][CH:43]=1)[CH2:31][NH:32][C:33]1[CH:34]=[C:35]([CH:39]([C:10]2[C:4]3[C:5](=[N:6][CH:7]=[C:2]([Cl:1])[CH:3]=3)[N:8]([Si:12]([CH:19]([CH3:21])[CH3:20])([CH:16]([CH3:18])[CH3:17])[CH:13]([CH3:15])[CH3:14])[CH:9]=2)[OH:40])[N:36]([CH3:38])[N:37]=1. The catalyst class is: 7.